Dataset: Full USPTO retrosynthesis dataset with 1.9M reactions from patents (1976-2016). Task: Predict the reactants needed to synthesize the given product. Given the product [C:13]([O:16][CH:17]1[O:19][C@H:7]([CH2:5][O:6][C:11](=[O:12])[CH3:9])[C@@H:9]([O:10][C:2](=[O:1])[CH3:3])[C@H:11]([O:12][C:5](=[O:6])[CH3:7])[C@@H:18]1[O:10][C:2](=[O:1])[CH3:3])(=[O:15])[CH3:14], predict the reactants needed to synthesize it. The reactants are: [OH:1][CH:2]1[O:10][C@H:9]([CH2:11][OH:12])[C@@H:7](O)[C@H:5]([OH:6])[C@@H:3]1O.[C:13]([O:16][C:17](=[O:19])[CH3:18])(=[O:15])[CH3:14].